From a dataset of Peptide-MHC class I binding affinity with 185,985 pairs from IEDB/IMGT. Regression. Given a peptide amino acid sequence and an MHC pseudo amino acid sequence, predict their binding affinity value. This is MHC class I binding data. (1) The peptide sequence is KLIDVSKCI. The MHC is HLA-A69:01 with pseudo-sequence HLA-A69:01. The binding affinity (normalized) is 0.0847. (2) The peptide sequence is PDFNELFQL. The MHC is HLA-B18:01 with pseudo-sequence HLA-B18:01. The binding affinity (normalized) is 0. (3) The peptide sequence is RVVEPIKQI. The MHC is HLA-A29:02 with pseudo-sequence HLA-A29:02. The binding affinity (normalized) is 0.0847. (4) The peptide sequence is ATKIIALNK. The MHC is HLA-A11:01 with pseudo-sequence HLA-A11:01. The binding affinity (normalized) is 0.463. (5) The peptide sequence is AYIAFPTSCHMFI. The MHC is HLA-B42:01 with pseudo-sequence HLA-B42:01. The binding affinity (normalized) is 0.189. (6) The peptide sequence is AIMDKNIKL. The MHC is HLA-A02:01 with pseudo-sequence HLA-A02:01. The binding affinity (normalized) is 0.754. (7) The peptide sequence is YALEPRKEI. The MHC is HLA-A02:01 with pseudo-sequence HLA-A02:01. The binding affinity (normalized) is 0.151.